From a dataset of Catalyst prediction with 721,799 reactions and 888 catalyst types from USPTO. Predict which catalyst facilitates the given reaction. (1) Reactant: [N:1]1([C:6]2[CH:32]=[CH:31][C:9]([O:10][CH2:11][CH2:12][C:13]3[CH:30]=[CH:29][C:16]([O:17][CH2:18][C:19]4[CH:28]=[CH:27][CH:26]=[CH:25][C:20]=4[C:21]([O:23]C)=[O:22])=[CH:15][CH:14]=3)=[CH:8][CH:7]=2)[CH:5]=[CH:4][N:3]=[CH:2]1.[Li+].[OH-].Cl. Product: [N:1]1([C:6]2[CH:7]=[CH:8][C:9]([O:10][CH2:11][CH2:12][C:13]3[CH:30]=[CH:29][C:16]([O:17][CH2:18][C:19]4[CH:28]=[CH:27][CH:26]=[CH:25][C:20]=4[C:21]([OH:23])=[O:22])=[CH:15][CH:14]=3)=[CH:31][CH:32]=2)[CH:5]=[CH:4][N:3]=[CH:2]1. The catalyst class is: 20. (2) Reactant: CO[CH:3](OC)[CH2:4][N:5]([CH2:16][C:17]1[CH:21]=[CH:20][S:19][CH:18]=1)S(C1C=CC(C)=CC=1)(=O)=O.Cl.C(Cl)Cl. Product: [S:19]1[C:18]2[CH:3]=[CH:4][N:5]=[CH:16][C:17]=2[CH:21]=[CH:20]1. The catalyst class is: 12.